From a dataset of Catalyst prediction with 721,799 reactions and 888 catalyst types from USPTO. Predict which catalyst facilitates the given reaction. (1) Reactant: [CH3:1][CH:2]1[CH2:7][C:6](=[O:8])[CH2:5][C:4](=[O:9])[CH2:3]1.C(N(CC)CC)C.[CH3:17][O:18][C:19]1[CH:27]=[CH:26][C:22]([C:23](Cl)=[O:24])=[CH:21][CH:20]=1.C[Si](C#N)(C)C.OC1CCCC(=O)C=1C(=O)C1C=CC(OC)=CC=1. Product: [OH:8][C:6]1[CH2:7][CH:2]([CH3:1])[CH2:3][C:4](=[O:9])[C:5]=1[C:23](=[O:24])[C:22]1[CH:26]=[CH:27][C:19]([O:18][CH3:17])=[CH:20][CH:21]=1. The catalyst class is: 10. (2) The catalyst class is: 32. Reactant: [NH2:1][C:2]1[CH:7]=[CH:6][CH:5]=[CH:4][CH:3]=1.Cl[C:9]1[C:18]2[C:13](=[CH:14][CH:15]=[C:16]([N+:19]([O-:21])=[O:20])[CH:17]=2)[N:12]=[CH:11][N:10]=1. Product: [N+:19]([C:16]1[CH:17]=[C:18]2[C:13](=[CH:14][CH:15]=1)[N:12]=[CH:11][N:10]=[C:9]2[NH:1][C:2]1[CH:7]=[CH:6][CH:5]=[CH:4][CH:3]=1)([O-:21])=[O:20]. (3) Reactant: Cl[C:2]1[N:7]=[C:6]([C:8]([NH:10][CH:11]([C:15]2[CH:20]=[CH:19][C:18]([O:21][C:22]([F:25])([F:24])[F:23])=[CH:17][CH:16]=2)[CH2:12][O:13][CH3:14])=[O:9])[CH:5]=[C:4]([O:26][CH3:27])[N:3]=1.[CH2:28](B1OC(C)(C)C(C)(C)O1)[C:29]1[CH:34]=[CH:33][CH:32]=[CH:31][CH:30]=1.P([O-])([O-])([O-])=O.[K+].[K+].[K+].COCCOC. Product: [CH2:28]([C:2]1[N:7]=[C:6]([C:8]([NH:10][CH:11]([C:15]2[CH:20]=[CH:19][C:18]([O:21][C:22]([F:25])([F:24])[F:23])=[CH:17][CH:16]=2)[CH2:12][O:13][CH3:14])=[O:9])[CH:5]=[C:4]([O:26][CH3:27])[N:3]=1)[C:29]1[CH:34]=[CH:33][CH:32]=[CH:31][CH:30]=1. The catalyst class is: 6.